From a dataset of Reaction yield outcomes from USPTO patents with 853,638 reactions. Predict the reaction yield, written as a fraction of the theoretical maximum amount of product (1.0 means a 100% yield; for example, 0.34 means a 34% yield). The reactants are C[O:2][C:3](=[O:36])[C:4]1[CH:9]=[CH:8][C:7]([CH2:10][N:11]2[CH2:18][CH:17]3[CH:13]([CH2:14][N:15]([CH2:19][C:20]4[CH:25]=[CH:24][C:23]([O:26][C:27]5[S:28][C:29]6[CH:35]=[CH:34][CH:33]=[CH:32][C:30]=6[N:31]=5)=[CH:22][CH:21]=4)[CH2:16]3)[CH2:12]2)=[CH:6][CH:5]=1.O.[OH-].[K+].Cl. The catalyst is C(O)(C)C.C(Cl)Cl. The product is [S:28]1[C:29]2[CH:35]=[CH:34][CH:33]=[CH:32][C:30]=2[N:31]=[C:27]1[O:26][C:23]1[CH:22]=[CH:21][C:20]([CH2:19][N:15]2[CH2:14][CH:13]3[CH2:12][N:11]([CH2:10][C:7]4[CH:6]=[CH:5][C:4]([C:3]([OH:36])=[O:2])=[CH:9][CH:8]=4)[CH2:18][CH:17]3[CH2:16]2)=[CH:25][CH:24]=1. The yield is 0.560.